From a dataset of Forward reaction prediction with 1.9M reactions from USPTO patents (1976-2016). Predict the product of the given reaction. (1) Given the reactants [CH2:1]([N:8]1[CH2:12][CH2:11][C@@H:10]([C:13]([C:26]#[N:27])([C:20]2[CH:25]=[CH:24][CH:23]=[CH:22][CH:21]=2)[C:14]2[CH:19]=[CH:18][CH:17]=[CH:16][CH:15]=2)[CH2:9]1)[C:2]1[CH:7]=[CH:6][CH:5]=[CH:4][CH:3]=1.[ClH:28], predict the reaction product. The product is: [ClH:28].[CH2:1]([N:8]1[CH2:12][CH2:11][C@@H:10]([C:13]([C:26]#[N:27])([C:20]2[CH:25]=[CH:24][CH:23]=[CH:22][CH:21]=2)[C:14]2[CH:15]=[CH:16][CH:17]=[CH:18][CH:19]=2)[CH2:9]1)[C:2]1[CH:3]=[CH:4][CH:5]=[CH:6][CH:7]=1. (2) Given the reactants [CH3:1][CH:2]([CH2:21][C:22]([CH3:25])([CH3:24])[CH3:23])[CH2:3]/[CH:4]=[C:5](/[NH:10]C(OCC1C=CC=CC=1)=O)\[C:6]([O:8][CH3:9])=[O:7], predict the reaction product. The product is: [NH2:10][CH:5]([CH2:4][CH2:3][CH:2]([CH3:1])[CH2:21][C:22]([CH3:25])([CH3:24])[CH3:23])[C:6]([O:8][CH3:9])=[O:7]. (3) Given the reactants CN(C)/[CH:3]=[CH:4]/[C:5]([C:7]1[C:15]2[C:10](=[N:11][CH:12]=[CH:13][CH:14]=2)[N:9]([CH2:16][CH3:17])[CH:8]=1)=O.Cl.[OH:20][C:21]1[CH:22]=[C:23]([NH:27][C:28]([NH2:30])=[NH:29])[CH:24]=[CH:25][CH:26]=1, predict the reaction product. The product is: [CH2:16]([N:9]1[C:10]2=[N:11][CH:12]=[CH:13][CH:14]=[C:15]2[C:7]([C:5]2[CH:4]=[CH:3][N:30]=[C:28]([NH:27][C:23]3[CH:22]=[C:21]([OH:20])[CH:26]=[CH:25][CH:24]=3)[N:29]=2)=[CH:8]1)[CH3:17]. (4) Given the reactants C(O[C:5](=[O:10])[CH2:6][CH2:7][CH2:8][CH3:9])(=O)C.[F:11][C:12]1[CH:17]=[CH:16][C:15]([NH:18][C:19]([NH2:21])=[NH:20])=[CH:14][CH:13]=1.C[O-].[Na+], predict the reaction product. The product is: [CH2:8]([C:7]1[N:20]=[C:19]([NH:18][C:15]2[CH:16]=[CH:17][C:12]([F:11])=[CH:13][CH:14]=2)[N:21]=[C:5]([OH:10])[CH:6]=1)[CH3:9]. (5) Given the reactants C([Si]([O:8][C:9]1[CH:14]=[CH:13][CH:12]=[C:11](/[C:15](/[CH2:19][CH3:20])=[CH:16]/[C:17]#[CH:18])[CH:10]=1)(C)C)(C)(C)C.[F-].C([N+](CCCC)(CCCC)CCCC)CCC.[Cl-].[NH4+], predict the reaction product. The product is: [CH2:19](/[C:15](/[C:11]1[CH:10]=[C:9]([OH:8])[CH:14]=[CH:13][CH:12]=1)=[CH:16]\[C:17]#[CH:18])[CH3:20]. (6) Given the reactants [CH3:1][C:2]([CH3:7])([CH3:6])[C:3](Cl)=[O:4].[CH3:8][C:9]1[CH:14]=[C:13]([CH3:15])[CH:12]=[C:11]([CH3:16])[C:10]=1[CH:17]1[C:22](=[O:23])[CH2:21][CH:20]([CH2:24][CH:25]2[CH2:29][CH2:28][O:27][CH2:26]2)[CH2:19][C:18]1=[O:30].C(N(CC)CC)C, predict the reaction product. The product is: [O:23]=[C:22]1[CH2:21][CH:20]([CH2:24][CH:25]2[CH2:29][CH2:28][O:27][CH2:26]2)[CH2:19][C:18]([O:30][C:3](=[O:4])[C:2]([CH3:7])([CH3:6])[CH3:1])=[C:17]1[C:10]1[C:11]([CH3:16])=[CH:12][C:13]([CH3:15])=[CH:14][C:9]=1[CH3:8]. (7) Given the reactants [S:1]1[CH:5]=[CH:4][CH:3]=[C:2]1[CH2:6][NH:7][C:8]([C:10]1[N:11]=[C:12]2[C:17]([C:18]([F:21])([F:20])[F:19])=[CH:16][C:15]([C:22](=[NH:25])[NH:23][OH:24])=[CH:14][N:13]2[C:26]=1[Cl:27])=[O:9].[C:28](N1C=CN=C1)(N1C=CN=C1)=[O:29], predict the reaction product. The product is: [S:1]1[CH:5]=[CH:4][CH:3]=[C:2]1[CH2:6][NH:7][C:8]([C:10]1[N:11]=[C:12]2[C:17]([C:18]([F:20])([F:21])[F:19])=[CH:16][C:15]([C:22]3[NH:25][C:28](=[O:29])[O:24][N:23]=3)=[CH:14][N:13]2[C:26]=1[Cl:27])=[O:9]. (8) Given the reactants [OH:1][C:2]1[CH:3]=[CH:4][C:5]([N+:10]([O-:12])=[O:11])=[C:6]([CH:9]=1)[CH:7]=[O:8].[CH:13]([Mg]Br)=[CH2:14].Cl, predict the reaction product. The product is: [OH:1][C:2]1[CH:3]=[CH:4][C:5]([N+:10]([O-:12])=[O:11])=[C:6]([CH:7]([OH:8])[CH:13]=[CH2:14])[CH:9]=1. (9) Given the reactants C(Cl)(=O)C(Cl)=O.[C:7]1([CH2:13][N:14]2[CH2:19][CH2:18][O:17][CH:16]([C:20]([OH:22])=O)[CH2:15]2)[CH:12]=[CH:11][CH:10]=[CH:9][CH:8]=1.C(N(CC)CC)C.[NH2:30][CH2:31][C:32]([C:34]1[CH:39]=[CH:38][CH:37]=[CH:36][CH:35]=1)=[O:33], predict the reaction product. The product is: [O:33]=[C:32]([C:34]1[CH:39]=[CH:38][CH:37]=[CH:36][CH:35]=1)[CH2:31][NH:30][C:20]([CH:16]1[O:17][CH2:18][CH2:19][N:14]([CH2:13][C:7]2[CH:8]=[CH:9][CH:10]=[CH:11][CH:12]=2)[CH2:15]1)=[O:22].